From a dataset of Catalyst prediction with 721,799 reactions and 888 catalyst types from USPTO. Predict which catalyst facilitates the given reaction. Reactant: Br[C:2]1[CH:10]=[CH:9][C:8]2[C:4](=[C:5]([CH3:13])[N:6]([CH2:11][CH3:12])[N:7]=2)[CH:3]=1.[Cl:14][C:15]1[CH:29]=[CH:28][C:18]([CH2:19][O:20][C:21]2[CH:26]=[CH:25][NH:24][C:23](=[O:27])[CH:22]=2)=[CH:17][CH:16]=1.C(=O)([O-])[O-].[K+].[K+].CN[C@@H]1CCCC[C@H]1NC. Product: [Cl:14][C:15]1[CH:29]=[CH:28][C:18]([CH2:19][O:20][C:21]2[CH:26]=[CH:25][N:24]([C:2]3[CH:10]=[CH:9][C:8]4[C:4](=[C:5]([CH3:13])[N:6]([CH2:11][CH3:12])[N:7]=4)[CH:3]=3)[C:23](=[O:27])[CH:22]=2)=[CH:17][CH:16]=1. The catalyst class is: 185.